From a dataset of Full USPTO retrosynthesis dataset with 1.9M reactions from patents (1976-2016). Predict the reactants needed to synthesize the given product. Given the product [C:13]([O:17][C:18](=[O:19])[NH:20][C@H:21]([C:25]([N:30]1[CH2:34][CH2:35][CH:36]([O:28][C:12]2[CH:42]=[CH:41][C:8]([C:7]#[N:6])=[CH:9][N:10]=2)[CH2:37][CH2:38]1)=[O:27])[CH:22]([CH3:23])[CH3:24])([CH3:14])([CH3:15])[CH3:16], predict the reactants needed to synthesize it. The reactants are: Cl.C(N=C=[N:6][CH2:7][CH2:8][CH2:9][N:10]([CH3:12])C)C.[C:13]([O:17][C:18]([NH:20][C@H:21]([C:25]([OH:27])=O)[CH:22]([CH3:24])[CH3:23])=[O:19])([CH3:16])([CH3:15])[CH3:14].[OH2:28].O[N:30]1[C:34]2[CH:35]=[CH:36][CH:37]=[CH:38]C=2N=N1.CN1CCO[CH2:42][CH2:41]1.